Dataset: Full USPTO retrosynthesis dataset with 1.9M reactions from patents (1976-2016). Task: Predict the reactants needed to synthesize the given product. (1) Given the product [Cl:1][C:2]1[CH:11]=[CH:10][C:5]([O:6][CH2:7]/[C:8](=[N:13]/[OH:14])/[NH2:9])=[CH:4][CH:3]=1, predict the reactants needed to synthesize it. The reactants are: [Cl:1][C:2]1[CH:11]=[CH:10][C:5]([O:6][CH2:7][C:8]#[N:9])=[CH:4][CH:3]=1.Cl.[NH2:13][OH:14].C(=O)([O-])O.[Na+]. (2) Given the product [Cl:1][C:2]1[CH:3]=[CH:4][C:5]([O:10][CH2:24][C:23]2[CH:26]=[CH:27][C:20]([O:19][C:18]([F:17])([F:28])[F:29])=[CH:21][CH:22]=2)=[C:6]([CH:9]=1)[CH:7]=[O:8], predict the reactants needed to synthesize it. The reactants are: [Cl:1][C:2]1[CH:9]=[C:6]([CH:7]=[O:8])[C:5]([OH:10])=[CH:4][CH:3]=1.C([O-])([O-])=O.[K+].[K+].[F:17][C:18]([F:29])([F:28])[O:19][C:20]1[CH:27]=[CH:26][C:23]([CH2:24]Br)=[CH:22][CH:21]=1. (3) The reactants are: [CH3:1][O:2][C:3](=[O:21])[CH2:4][C:5]1[CH:10]=[CH:9][C:8]([NH:11][C:12]2[CH:17]=[CH:16][N:15]=[CH:14][C:13]=2[N+:18]([O-])=O)=[CH:7][CH:6]=1. Given the product [CH3:1][O:2][C:3](=[O:21])[CH2:4][C:5]1[CH:6]=[CH:7][C:8]([NH:11][C:12]2[CH:17]=[CH:16][N:15]=[CH:14][C:13]=2[NH2:18])=[CH:9][CH:10]=1, predict the reactants needed to synthesize it. (4) The reactants are: [OH:1][C:2]1[CH:7]=[CH:6][CH:5]=[CH:4][C:3]=1[CH2:8][CH2:9][NH2:10].C(=O)(O)[O-].[Na+].Cl[C:17]([O:19][CH2:20][C:21]1[CH:26]=[CH:25][CH:24]=[CH:23][CH:22]=1)=[O:18]. Given the product [CH2:20]([O:19][C:17]([NH:10][CH2:9][CH2:8][C:3]1[CH:4]=[CH:5][CH:6]=[CH:7][C:2]=1[OH:1])=[O:18])[C:21]1[CH:26]=[CH:25][CH:24]=[CH:23][CH:22]=1, predict the reactants needed to synthesize it. (5) Given the product [Cl:1][C:2]1[CH:10]=[C:9]([CH:8]=[CH:7][C:3]=1[C:4]([N:68]1[CH2:67][CH2:66][NH:65][C:64](=[O:69])[CH:63]1[CH2:62][C:60]([O:59][CH2:57][CH3:58])=[O:61])=[O:6])[C:11]([NH:13][CH:14]([C:16]1[NH:20][C:19]2[CH:21]=[CH:22][C:23]([Cl:25])=[CH:24][C:18]=2[N:17]=1)[CH3:15])=[O:12], predict the reactants needed to synthesize it. The reactants are: [Cl:1][C:2]1[CH:10]=[C:9]([C:11]([NH:13][CH:14]([C:16]2[NH:20][C:19]3[CH:21]=[CH:22][C:23]([Cl:25])=[CH:24][C:18]=3[N:17]=2)[CH3:15])=[O:12])[CH:8]=[CH:7][C:3]=1[C:4]([OH:6])=O.CN(C(ON1N=NC2C=CC=CC1=2)=[N+](C)C)C.[B-](F)(F)(F)F.C(N(C(C)C)CC)(C)C.[CH2:57]([O:59][C:60]([CH2:62][CH:63]1[NH:68][CH2:67][CH2:66][NH:65][C:64]1=[O:69])=[O:61])[CH3:58].ClCl. (6) The reactants are: [CH2:1]([C:5]1[CH:10]=[CH:9][C:8]([C:11]#[C:12][C:13]2[CH:20]=[CH:19][C:16]([CH:17]=O)=[CH:15][N:14]=2)=[CH:7][CH:6]=1)[CH2:2][CH2:3][CH3:4].[NH2:21][C:22]1[CH:23]=[CH:24][C:25]2[O:30][C:29]([CH3:32])([CH3:31])[O:28][C:27](=[O:33])[C:26]=2[CH:34]=1. Given the product [CH2:1]([C:5]1[CH:10]=[CH:9][C:8]([C:11]#[C:12][C:13]2[N:14]=[CH:15][C:16]([CH2:17][NH:21][C:22]3[CH:23]=[CH:24][C:25]4[O:30][C:29]([CH3:31])([CH3:32])[O:28][C:27](=[O:33])[C:26]=4[CH:34]=3)=[CH:19][CH:20]=2)=[CH:7][CH:6]=1)[CH2:2][CH2:3][CH3:4], predict the reactants needed to synthesize it. (7) Given the product [CH3:8][O:9][C:10](=[O:23])[C:11]1[CH:16]=[CH:15][C:14]([C:1]([CH3:6])=[CH2:2])=[C:13]([O:18][C:19]([F:22])([F:21])[F:20])[CH:12]=1, predict the reactants needed to synthesize it. The reactants are: [C:1]1(C)[CH:6]=CC=C[CH:2]=1.[CH3:8][O:9][C:10](=[O:23])[C:11]1[CH:16]=[CH:15][C:14](Br)=[C:13]([O:18][C:19]([F:22])([F:21])[F:20])[CH:12]=1.C(B1OC(C)(C)C(C)(C)O1)(C)=C.C(=O)([O-])[O-].[Cs+].[Cs+].